From a dataset of Forward reaction prediction with 1.9M reactions from USPTO patents (1976-2016). Predict the product of the given reaction. (1) Given the reactants [CH3:1][Si:2]([CH3:20])([CH3:19])[CH2:3][CH2:4][O:5][CH2:6][N:7]1[C:11]([C:12]([O:14]C)=[O:13])=[CH:10][C:9]2[S:16][CH:17]=[CH:18][C:8]1=2.[Li+].[OH-], predict the reaction product. The product is: [CH3:1][Si:2]([CH3:20])([CH3:19])[CH2:3][CH2:4][O:5][CH2:6][N:7]1[C:11]([C:12]([OH:14])=[O:13])=[CH:10][C:9]2[S:16][CH:17]=[CH:18][C:8]1=2. (2) Given the reactants [C:1]([O:7][CH2:8][CH:9]([CH3:11])[CH3:10])(=[O:6])[CH2:2][C:3]([CH3:5])=[O:4].C(OCC)(=O)CC(C)=O, predict the reaction product. The product is: [OH:4][CH:3]([CH3:5])[CH2:2][C:1]([O:7][CH2:8][CH:9]([CH3:11])[CH3:10])=[O:6]. (3) Given the reactants Br[C:2]1[C:6]2[C:7](=[O:11])[NH:8][CH:9]=[CH:10][C:5]=2[S:4][CH:3]=1.[NH:12]1[CH2:17][CH2:16][O:15][CH2:14][CH2:13]1, predict the reaction product. The product is: [O:15]1[CH2:16][CH2:17][N:12]([C:2]2[C:6]3[C:7](=[O:11])[NH:8][CH:9]=[CH:10][C:5]=3[S:4][CH:3]=2)[CH2:13][CH2:14]1. (4) Given the reactants [F:1][C:2]([F:21])([F:20])[C:3]1[CH:8]=[CH:7][C:6]([C:9]2[CH:10]=[C:11]3[C:16](=[CH:17][CH:18]=2)[NH:15][C:14](=[O:19])[CH2:13][NH:12]3)=[CH:5][CH:4]=1.Br[CH2:23][C:24]#[N:25].C(=O)([O-])O.[Na+], predict the reaction product. The product is: [O:19]=[C:14]1[NH:15][C:16]2[C:11](=[CH:10][C:9]([C:6]3[CH:5]=[CH:4][C:3]([C:2]([F:1])([F:20])[F:21])=[CH:8][CH:7]=3)=[CH:18][CH:17]=2)[N:12]([CH2:23][C:24]#[N:25])[CH2:13]1. (5) Given the reactants [F:1][C:2]([F:17])([F:16])[C:3]([NH:5][C:6]1[CH:15]=[CH:14][C:9]([C:10]([O:12][CH3:13])=[O:11])=[CH:8][CH:7]=1)=O.[BH4-].C([N+](CCCC)(CCCC)CCCC)CCC, predict the reaction product. The product is: [F:1][C:2]([F:16])([F:17])[CH2:3][NH:5][C:6]1[CH:7]=[CH:8][C:9]([C:10]([O:12][CH3:13])=[O:11])=[CH:14][CH:15]=1.